From a dataset of Reaction yield outcomes from USPTO patents with 853,638 reactions. Predict the reaction yield, written as a fraction of the theoretical maximum amount of product (1.0 means a 100% yield; for example, 0.34 means a 34% yield). (1) The reactants are [Cl:1][CH2:2][CH2:3][CH2:4][O:5][C:6]1[CH:11]=[CH:10][C:9]([C:12]2[S:13][C:14]([CH2:18][C:19]([OH:21])=O)=[C:15]([CH3:17])[N:16]=2)=[CH:8][CH:7]=1.C(N(CC)CC)C.[NH:29]1[CH2:34][CH2:33][CH2:32][CH2:31][CH2:30]1.ON1C2C=CC=CC=2N=N1.CN(C)CCCN=C=NCC. The catalyst is ClCCl. The product is [Cl:1][CH2:2][CH2:3][CH2:4][O:5][C:6]1[CH:7]=[CH:8][C:9]([C:12]2[S:13][C:14]([CH2:18][C:19]([N:29]3[CH2:34][CH2:33][CH2:32][CH2:31][CH2:30]3)=[O:21])=[C:15]([CH3:17])[N:16]=2)=[CH:10][CH:11]=1. The yield is 0.390. (2) The reactants are [Br:1][C:2]1[CH:3]=[C:4]2[C:8](=[CH:9][CH:10]=1)[N:7]([CH2:11][CH2:12][CH2:13][CH2:14][O:15][Si](C(C)(C)C)(C)C)[C:6]([CH2:23][N:24]1[C:28]3[CH:29]=[N:30][CH:31]=[CH:32][C:27]=3[N:26]([CH:33]3[CH2:35][CH2:34]3)[C:25]1=[O:36])=[CH:5]2.[F-].[NH4+]. The catalyst is CO. The product is [Br:1][C:2]1[CH:3]=[C:4]2[C:8](=[CH:9][CH:10]=1)[N:7]([CH2:11][CH2:12][CH2:13][CH2:14][OH:15])[C:6]([CH2:23][N:24]1[C:28]3[CH:29]=[N:30][CH:31]=[CH:32][C:27]=3[N:26]([CH:33]3[CH2:35][CH2:34]3)[C:25]1=[O:36])=[CH:5]2. The yield is 0.620.